This data is from Reaction yield outcomes from USPTO patents with 853,638 reactions. The task is: Predict the reaction yield, written as a fraction of the theoretical maximum amount of product (1.0 means a 100% yield; for example, 0.34 means a 34% yield). (1) The reactants are [C:1]([O:9][CH2:10][C@@H:11]1[C@@H:15]([O:16][C:17](=[O:24])[C:18]2[CH:23]=[CH:22][CH:21]=[CH:20][CH:19]=2)[C@:14]([F:26])([CH3:25])[CH:13]([OH:27])[O:12]1)(=[O:8])[C:2]1[CH:7]=[CH:6][CH:5]=[CH:4][CH:3]=1.[CH3:28]O. No catalyst specified. The product is [C:1]([O:9][CH2:10][C@@H:11]1[C@@H:15]([O:16][C:17](=[O:24])[C:18]2[CH:19]=[CH:20][CH:21]=[CH:22][CH:23]=2)[C@:14]([F:26])([CH3:25])[CH:13]([O:27][CH3:28])[O:12]1)(=[O:8])[C:2]1[CH:7]=[CH:6][CH:5]=[CH:4][CH:3]=1. The yield is 0.562. (2) The reactants are CO.[F:3][C:4]1[CH:9]=[CH:8][C:7]([F:10])=[CH:6][C:5]=1[C@H:11]1[CH2:15][CH2:14][CH2:13][N:12]1[C:16]1[CH:17]=[CH:18][C:19]2[N:20]([C:22]([NH:25][C:26]([N:28]3[CH2:31][CH:30]([CH2:32][OH:33])[CH2:29]3)=[O:27])=[CH:23][N:24]=2)[N:21]=1.[ClH:34]. The catalyst is O1CCOCC1. The product is [ClH:34].[F:3][C:4]1[CH:9]=[CH:8][C:7]([F:10])=[CH:6][C:5]=1[C@H:11]1[CH2:15][CH2:14][CH2:13][N:12]1[C:16]1[CH:17]=[CH:18][C:19]2[N:20]([C:22]([NH:25][C:26]([N:28]3[CH2:29][CH:30]([CH2:32][OH:33])[CH2:31]3)=[O:27])=[CH:23][N:24]=2)[N:21]=1. The yield is 0.949. (3) The reactants are [F:1][C:2]1[CH:7]=[CH:6][C:5]([OH:8])=[CH:4][CH:3]=1.[Br:9][CH2:10][CH2:11][CH2:12]Br.C([O-])([O-])=O.[Cs+].[Cs+]. The catalyst is C(#N)C. The product is [F:1][C:2]1[CH:7]=[CH:6][C:5]([O:8][CH2:12][CH2:11][CH2:10][Br:9])=[CH:4][CH:3]=1. The yield is 0.147. (4) The reactants are F[C:2]1[CH:12]=[CH:11][C:5]([C:6]([O:8][CH2:9][CH3:10])=[O:7])=[CH:4][CH:3]=1.[NH:13]1[CH2:18][CH2:17][CH:16]([OH:19])[CH2:15][CH2:14]1.O. The catalyst is CS(C)=O. The product is [OH:19][CH:16]1[CH2:17][CH2:18][N:13]([C:2]2[CH:12]=[CH:11][C:5]([C:6]([O:8][CH2:9][CH3:10])=[O:7])=[CH:4][CH:3]=2)[CH2:14][CH2:15]1. The yield is 0.820. (5) The reactants are [C:1]([O:10]C)(=O)[C:2]1[C:3](=[CH:5][CH:6]=[CH:7][CH:8]=1)[SH:4].[CH2:12]([NH:18][C:19]1[CH:20]=[C:21]([CH:24]=[CH:25][N:26]=1)[C:22]#[N:23])[CH2:13][CH2:14][CH2:15][CH2:16][CH3:17].C(N(CC)CC)C. The catalyst is C1(C)C=CC=CC=1. The product is [CH2:12]([NH:18][C:19]1[CH:20]=[C:21]([C:22]2[S:4][C:3]3[CH:5]=[CH:6][CH:7]=[CH:8][C:2]=3[C:1](=[O:10])[N:23]=2)[CH:24]=[CH:25][N:26]=1)[CH2:13][CH2:14][CH2:15][CH2:16][CH3:17]. The yield is 0.180. (6) The reactants are [C:1]([C:5]1[CH:23]=[CH:22][C:8]([C:9]([NH:11][C:12]2[N:13]=[C:14]3[CH:19]=[CH:18][C:17]([Cl:20])=[N:16][N:15]3[CH:21]=2)=[O:10])=[CH:7][CH:6]=1)([CH3:4])([CH3:3])[CH3:2].Cl.[CH2:25]([NH2:32])C1C=CC=CC=1.[C:33](=O)([O-])[O-].[K+].[K+]. The catalyst is CN(C=O)C. The product is [ClH:20].[C:1]([C:5]1[CH:23]=[CH:22][C:8]([C:9]([NH:11][C:12]2[N:13]=[C:14]3[CH:19]=[CH:18][C:17]([N:32]([CH3:25])[CH3:33])=[N:16][N:15]3[CH:21]=2)=[O:10])=[CH:7][CH:6]=1)([CH3:4])([CH3:3])[CH3:2]. The yield is 0.220. (7) The reactants are [Cl:1][C:2]1[C:7]([OH:8])=[C:6]([F:9])[C:5]([CH3:10])=[CH:4][CH:3]=1.C1OCCOCCOCCOCCOCCOC1.CC(C)([O-])C.[K+].C1COCC1.[Br:40][C:41]1[CH:42]=[C:43]([CH:46]=[C:47](F)[CH:48]=1)[C:44]#[N:45]. The catalyst is CS(C)=O.O. The product is [Br:40][C:41]1[CH:42]=[C:43]([CH:46]=[C:47]([O:8][C:7]2[C:2]([Cl:1])=[CH:3][CH:4]=[C:5]([CH3:10])[C:6]=2[F:9])[CH:48]=1)[C:44]#[N:45]. The yield is 0.628. (8) The catalyst is CN(C1C=CN=CC=1)C.CN(C=O)C. The product is [CH3:23][O:24][C:25]([C:27]1[CH:28]=[C:29]([CH:42]=[CH:43][CH:44]=1)[CH2:30][S:31]([NH:34][C@@H:35]([C:39]([NH:11][C@H:10]([C:9]([NH:8][CH2:7][C:6]1[CH:5]=[CH:4][C:3]([C:1]#[N:2])=[CH:18][CH:17]=1)=[O:16])[CH2:12][CH:13]([CH3:15])[CH3:14])=[O:40])[CH:36]([CH3:38])[CH3:37])(=[O:32])=[O:33])=[O:26]. The yield is 0.710. The reactants are [C:1]([C:3]1[CH:18]=[CH:17][C:6]([CH2:7][NH:8][C:9](=[O:16])[C@H:10]([CH2:12][CH:13]([CH3:15])[CH3:14])[NH2:11])=[CH:5][CH:4]=1)#[N:2].C(Cl)CCl.[CH3:23][O:24][C:25]([C:27]1[CH:28]=[C:29]([CH:42]=[CH:43][CH:44]=1)[CH2:30][S:31]([NH:34][C@@H:35]([C:39](O)=[O:40])[CH:36]([CH3:38])[CH3:37])(=[O:33])=[O:32])=[O:26]. (9) The reactants are [H-].[Al+3].[Li+].[H-].[H-].[H-].[NH2:7][C@H:8]([C:12]1[CH:17]=[CH:16][C:15]([F:18])=[CH:14][CH:13]=1)[C:9](O)=[O:10].O.C([O-])([O-])=O.[K+].[K+]. The yield is 0.570. The catalyst is C1COCC1. The product is [NH2:7][C@H:8]([C:12]1[CH:17]=[CH:16][C:15]([F:18])=[CH:14][CH:13]=1)[CH2:9][OH:10].